Predict the reactants needed to synthesize the given product. From a dataset of Full USPTO retrosynthesis dataset with 1.9M reactions from patents (1976-2016). (1) Given the product [Br-:1].[Br:1][C:2]1[CH:7]=[CH:6][C:5]([CH2:8][P+:17]([C:18]2[CH:19]=[CH:20][CH:21]=[CH:22][CH:23]=2)([C:24]2[CH:29]=[CH:28][CH:27]=[CH:26][CH:25]=2)[C:11]2[CH:12]=[CH:13][CH:14]=[CH:15][CH:16]=2)=[C:4]([I:10])[CH:3]=1, predict the reactants needed to synthesize it. The reactants are: [Br:1][C:2]1[CH:7]=[CH:6][C:5]([CH2:8]Br)=[C:4]([I:10])[CH:3]=1.[C:11]1([P:17]([C:24]2[CH:29]=[CH:28][CH:27]=[CH:26][CH:25]=2)[C:18]2[CH:23]=[CH:22][CH:21]=[CH:20][CH:19]=2)[CH:16]=[CH:15][CH:14]=[CH:13][CH:12]=1.C1(C)C=CC=CC=1. (2) Given the product [NH:1]1[CH2:6][CH2:5][O:4][CH:3]([CH2:7][CH2:8][C:9]([NH2:13])=[O:11])[CH2:2]1, predict the reactants needed to synthesize it. The reactants are: [NH:1]1[CH2:6][CH2:5][O:4][CH:3]([CH2:7][CH2:8][C:9]([O:11]C)=O)[CH2:2]1.[NH3:13]. (3) Given the product [CH:4]1([NH:7][CH2:9][CH2:10][CH2:11][C:12]([O:14][CH2:15][CH3:16])=[O:13])[CH2:6][CH2:5]1, predict the reactants needed to synthesize it. The reactants are: O.[OH-].[Cs+].[CH:4]1([NH2:7])[CH2:6][CH2:5]1.Br[CH2:9][CH2:10][CH2:11][C:12]([O:14][CH2:15][CH3:16])=[O:13]. (4) Given the product [C:17]([C:16]1[CH:19]=[CH:20][C:13]([N:12]([CH2:11][C:6]2[CH:7]=[CH:8][CH:9]=[CH:10][C:5]=2[O:4][CH3:3])[C@H:26]([C:27]([N:29]([CH3:31])[CH3:30])=[O:28])[CH3:32])=[CH:14][C:15]=1[C:21]([F:22])([F:23])[F:24])#[N:18], predict the reactants needed to synthesize it. The reactants are: [H-].[Na+].[CH3:3][O:4][C:5]1[CH:10]=[CH:9][CH:8]=[CH:7][C:6]=1[CH2:11][NH:12][C:13]1[CH:20]=[CH:19][C:16]([C:17]#[N:18])=[C:15]([C:21]([F:24])([F:23])[F:22])[CH:14]=1.Br[CH:26]([CH3:32])[C:27]([N:29]([CH3:31])[CH3:30])=[O:28]. (5) Given the product [F:1][C:2]1[CH:7]=[CH:6][C:5]([O:8][CH3:9])=[CH:4][C:3]=1[C:10]1[CH:15]=[CH:14][C:13]([O:16][CH2:17][C:18]2[CH:23]=[CH:22][C:21]([O:52][CH3:49])=[CH:20][CH:19]=2)=[CH:12][C:11]=1[CH:26]([F:45])[CH2:27][C:28]([CH3:30])([CH3:31])[CH3:29], predict the reactants needed to synthesize it. The reactants are: [F:1][C:2]1[CH:7]=[CH:6][C:5]([O:8][CH3:9])=[CH:4][C:3]=1[C:10]1[CH:15]=[CH:14][C:13]([O:16][CH2:17][C:18]2[CH:23]=[CH:22][C:21](OC)=[CH:20][CH:19]=2)=[CH:12][C:11]=1[CH:26](O)[CH2:27][C:28]([CH3:31])([CH3:30])[CH3:29].C(C1C=C(C)C(S(F)(F)[F:45])=C(C)C=1)(C)(C)C.[C:49](=[O:52])([O-])O.[Na+].